The task is: Predict the product of the given reaction.. This data is from Forward reaction prediction with 1.9M reactions from USPTO patents (1976-2016). (1) Given the reactants Br[C:2]1[C:3]2[C:10]([CH3:11])=[CH:9][S:8][C:4]=2[N:5]=[CH:6][N:7]=1.CCO.[NH3:15], predict the reaction product. The product is: [CH3:11][C:10]1[C:3]2[C:2]([NH2:15])=[N:7][CH:6]=[N:5][C:4]=2[S:8][CH:9]=1. (2) Given the reactants C(OC(=O)N([CH2:11][C:12]1[CH:17]=[C:16]([Br:18])[CH:15]=[CH:14][C:13]=1[OH:19])CCO)CCC.[C:21]1(P(C2C=CC=CC=2)C2C=CC=CC=2)C=CC=C[CH:22]=1.[N:40]([C:48]([O:50][CH:51]([CH3:53])[CH3:52])=[O:49])=[N:40][C:48]([O:50][CH:51]([CH3:53])[CH3:52])=[O:49].[CH2:54](Cl)Cl, predict the reaction product. The product is: [Br:18][C:16]1[CH:15]=[CH:14][C:13]2[O:19][CH2:22][CH2:21][N:40]([C:48]([O:50][C:51]([CH3:52])([CH3:53])[CH3:54])=[O:49])[CH2:11][C:12]=2[CH:17]=1. (3) Given the reactants [NH3:1].[N:2]([C:5]1[CH:10]=[CH:9][C:8]([C:11]2[CH:12]=[C:13]([CH3:17])[N:14]=[N:15][CH:16]=2)=[C:7]([O:18][CH3:19])[CH:6]=1)=[C:3]=[S:4], predict the reaction product. The product is: [CH3:19][O:18][C:7]1[CH:6]=[C:5]([NH:2][C:3]([NH2:1])=[S:4])[CH:10]=[CH:9][C:8]=1[C:11]1[CH:12]=[C:13]([CH3:17])[N:14]=[N:15][CH:16]=1. (4) Given the reactants [CH:1]([O:6]C)([O:4][CH3:5])OC.[Cl:8][C:9]1[N:14]=[CH:13][N:12]=[C:11]([O:15][C:16]2[CH:21]=[CH:20][CH:19]=[CH:18][C:17]=2[CH2:22][C:23]([O:25][CH3:26])=O)[CH:10]=1.[OH-].[Na+].S(OC)(OC)(=O)=O, predict the reaction product. The product is: [Cl:8][C:9]1[N:14]=[CH:13][N:12]=[C:11]([O:15][C:16]2[CH:21]=[CH:20][CH:19]=[CH:18][C:17]=2/[C:22](=[CH:23]\[O:25][CH3:26])/[C:1]([O:4][CH3:5])=[O:6])[CH:10]=1. (5) The product is: [CH2:10]([OH:11])[CH2:9][C@@H:8]([OH:7])[CH2:14][CH2:15][CH2:16][CH3:17]. Given the reactants [H-].[H-].[H-].[H-].[Li+].[Al+3].[OH:7][C@@H:8]([CH2:14][CH2:15][CH2:16][CH3:17])[CH2:9][C:10](OC)=[O:11].O.[OH-].[Na+], predict the reaction product. (6) Given the reactants C1C=C2C(C=C(NCNCCCC(O)=O)C=C2)=CC=1.Cl.[C:21](=[O:24])(O)[O-:22].[Na+].[F:26][C:27]1[CH:28]=[CH:29][C:30]([CH2:35][C:36]2[O:37][C:38]([C:41]([C:43]3[CH2:44][N:45]([CH:51]([CH3:53])[CH3:52])[C:46](=[O:50])[C:47]=3[O:48][CH3:49])=[O:42])=[CH:39][CH:40]=2)=[C:31]([CH:34]=1)C=O.CC(=CC)C.Cl([O-])=O.[Na+].O.O.P([O-])(O)(O)=O.[Na+], predict the reaction product. The product is: [F:26][C:27]1[CH:34]=[CH:31][C:30]([CH2:35][C:36]2[O:37][C:38]([C:41]([C:43]3[CH2:44][N:45]([CH:51]([CH3:53])[CH3:52])[C:46](=[O:50])[C:47]=3[O:48][CH3:49])=[O:42])=[CH:39][CH:40]=2)=[C:29]([CH:28]=1)[C:21]([OH:22])=[O:24]. (7) Given the reactants [Br:1][C:2]1[CH:3]=[CH:4][CH:5]=[C:6]2[C:11]=1[C:10]([C:12]([OH:14])=O)=[CH:9][CH:8]=[CH:7]2.C(Cl)(=O)C(Cl)=O.Cl.[F:22][C:23]1[CH:28]=[CH:27][C:26]([CH:29]([OH:43])[CH:30]([NH2:42])[CH2:31][C:32]2[CH:37]=[CH:36][C:35]([C:38]([F:41])([F:40])[F:39])=[CH:34][CH:33]=2)=[CH:25][CH:24]=1.C(=O)([O-])O.[Na+], predict the reaction product. The product is: [Br:1][C:2]1[CH:3]=[CH:4][CH:5]=[C:6]2[C:11]=1[C:10]([C:12]([NH:42][CH:30]([CH2:31][C:32]1[CH:37]=[CH:36][C:35]([C:38]([F:41])([F:39])[F:40])=[CH:34][CH:33]=1)[CH:29]([C:26]1[CH:27]=[CH:28][C:23]([F:22])=[CH:24][CH:25]=1)[OH:43])=[O:14])=[CH:9][CH:8]=[CH:7]2.